From a dataset of Reaction yield outcomes from USPTO patents with 853,638 reactions. Predict the reaction yield, written as a fraction of the theoretical maximum amount of product (1.0 means a 100% yield; for example, 0.34 means a 34% yield). (1) The reactants are C(Cl)(=O)C(Cl)=O.[O:7]1[C:16]2[C:11](=[CH:12][CH:13]=[CH:14][CH:15]=2)[CH2:10][CH2:9][CH:8]1[C:17]([OH:19])=O.C[N:21](C)C=O. The catalyst is O1CCCC1.O. The product is [O:7]1[C:16]2[C:11](=[CH:12][CH:13]=[CH:14][CH:15]=2)[CH2:10][CH2:9][CH:8]1[C:17]([NH2:21])=[O:19]. The yield is 0.970. (2) The yield is 0.890. The reactants are CC1(C)[O:9][C:8](=[O:10])[C:5]2([CH2:7][CH2:6]2)[C:4](=[O:11])O1.[C:13]1([CH:19]([NH2:21])[CH3:20])[CH:18]=[CH:17][CH:16]=[CH:15][CH:14]=1. The catalyst is C(O)C. The product is [O:11]=[C:4]1[CH:5]([C:8]([OH:9])=[O:10])[CH2:7][CH2:6][N:21]1[CH:19]([C:13]1[CH:18]=[CH:17][CH:16]=[CH:15][CH:14]=1)[CH3:20]. (3) The reactants are [CH3:1][C:2]1[CH:7]=[CH:6][C:5]([Mg]Br)=[CH:4][CH:3]=1.[N:10]12[CH2:17][CH2:16][C:13]([C:18]([O:20]CC)=O)([CH2:14][CH2:15]1)[CH2:12][CH2:11]2. The catalyst is C1COCC1. The product is [N:10]12[CH2:11][CH2:12][C:13]([C:18]([C:5]3[CH:6]=[CH:7][C:2]([CH3:1])=[CH:3][CH:4]=3)([C:5]3[CH:6]=[CH:7][C:2]([CH3:1])=[CH:3][CH:4]=3)[OH:20])([CH2:14][CH2:15]1)[CH2:16][CH2:17]2. The yield is 0.866.